From a dataset of Forward reaction prediction with 1.9M reactions from USPTO patents (1976-2016). Predict the product of the given reaction. (1) Given the reactants [NH2:1][C:2]1[CH:3]=[C:4]([CH:21]=[CH:22][CH:23]=1)[O:5][C:6]1[CH:7]=[CH:8][C:9]2[N:10]([CH:12]=[C:13]([NH:15][C:16]([CH:18]3[CH2:20][CH2:19]3)=[O:17])[N:14]=2)[CH:11]=1.Cl[CH2:25][C:26]1[CH:31]=[CH:30][CH:29]=[CH:28][C:27]=1[CH2:32]Cl.CN(C)C=O, predict the reaction product. The product is: [CH2:32]1[C:27]2[C:26](=[CH:31][CH:30]=[CH:29][CH:28]=2)[CH2:25][N:1]1[C:2]1[CH:3]=[C:4]([CH:21]=[CH:22][CH:23]=1)[O:5][C:6]1[CH:7]=[CH:8][C:9]2[N:10]([CH:12]=[C:13]([NH:15][C:16]([CH:18]3[CH2:20][CH2:19]3)=[O:17])[N:14]=2)[CH:11]=1. (2) Given the reactants [Cl:1][C:2]1[CH:14]=[CH:13][CH:12]=[CH:11][C:3]=1[CH2:4][C:5]1[S:9][C:8]([NH2:10])=[N:7][CH:6]=1.[Br:15][CH:16]([CH2:20][CH3:21])[C:17]([OH:19])=O.C(N([CH2:27][CH3:28])CC)C.[C:29](#N)[CH3:30], predict the reaction product. The product is: [Br:15][CH:16]([C:20]1[CH:21]=[CH:28][CH:27]=[CH:30][CH:29]=1)[C:17]([NH:10][C:8]1[S:9][C:5]([CH2:4][C:3]2[CH:11]=[CH:12][CH:13]=[CH:14][C:2]=2[Cl:1])=[CH:6][N:7]=1)=[O:19]. (3) Given the reactants [NH2:1][C:2]1[CH:3]=[N:4][CH:5]=[CH:6][C:7]=1[N:8]1[CH2:13][C@H:12]([CH3:14])[CH2:11][C@H:10]([NH:15]C(=O)OC(C)(C)C)[CH2:9]1.C(OC([NH:30][C:31]1[O:39][C:38]2[C:33](=[N:34][CH:35]=[C:36]([CH:40]3[CH2:43][CH2:42][CH2:41]3)[CH:37]=2)[C:32]=1[C:44](O)=[O:45])=O)(C)(C)C.CN(C(ON1N=NC2C=CC=NC1=2)=[N+](C)C)C.F[P-](F)(F)(F)(F)F.CCN(C(C)C)C(C)C.Cl.O1CCOCC1, predict the reaction product. The product is: [NH2:30][C:31]1[O:39][C:38]2[C:33](=[N:34][CH:35]=[C:36]([CH:40]3[CH2:43][CH2:42][CH2:41]3)[CH:37]=2)[C:32]=1[C:44]([NH:1][C:2]1[CH:3]=[N:4][CH:5]=[CH:6][C:7]=1[N:8]1[CH2:13][C@H:12]([CH3:14])[CH2:11][C@H:10]([NH2:15])[CH2:9]1)=[O:45]. (4) Given the reactants [CH2:1]1[CH2:6][C@H:5]([C:7]([OH:9])=[O:8])[CH2:4][CH2:3][C@H:2]1[CH2:10][NH2:11].[C:12]([O:20][CH2:21][O:22][C:23](ON1C(=O)CCC1=O)=[O:24])(=[O:19])[C:13]1[CH:18]=[CH:17][CH:16]=[CH:15][CH:14]=1, predict the reaction product. The product is: [C:12]([O:20][CH2:21][O:22][C:23]([NH:11][CH2:10][C@H:2]1[CH2:3][CH2:4][C@H:5]([C:7]([OH:9])=[O:8])[CH2:6][CH2:1]1)=[O:24])(=[O:19])[C:13]1[CH:18]=[CH:17][CH:16]=[CH:15][CH:14]=1.